From a dataset of Reaction yield outcomes from USPTO patents with 853,638 reactions. Predict the reaction yield, written as a fraction of the theoretical maximum amount of product (1.0 means a 100% yield; for example, 0.34 means a 34% yield). (1) The reactants are Cl[C:2]1[C:7]([O:8][CH3:9])=[CH:6][C:5]([O:10][CH3:11])=[C:4](Cl)[C:3]=1[C:13]1[C:22](=[O:23])[N:21]([CH3:24])[C:20]2[N:19]=[C:18]([NH:25][C:26]3[C:31]([N+:32]([O-])=O)=[CH:30][CH:29]=[CH:28][C:27]=3[CH3:35])[N:17]=[CH:16][C:15]=2[N:14]=1.[Cl-].[NH4+]. The catalyst is C(O)C.O.[Fe]. The product is [NH2:32][C:31]1[CH:30]=[CH:29][CH:28]=[C:27]([CH3:35])[C:26]=1[NH:25][C:18]1[N:17]=[CH:16][C:15]2[N:14]=[C:13]([C:3]3[CH:4]=[C:5]([O:10][CH3:11])[CH:6]=[C:7]([O:8][CH3:9])[CH:2]=3)[C:22](=[O:23])[N:21]([CH3:24])[C:20]=2[N:19]=1. The yield is 0.380. (2) The reactants are CC1(C)C(C)(C)OB([C:9]2[CH:14]=[CH:13][N:12]=[C:11]3[N:15]([C:18]([C:31]4[CH:36]=[CH:35][CH:34]=[CH:33][CH:32]=4)([C:25]4[CH:30]=[CH:29][CH:28]=[CH:27][CH:26]=4)[C:19]4[CH:24]=[CH:23][CH:22]=[CH:21][CH:20]=4)[N:16]=[CH:17][C:10]=23)O1.Br[C:39]1[CH:40]=[C:41]([C:45]([CH3:50])([CH2:48][CH3:49])[C:46]#[N:47])[CH:42]=[CH:43][CH:44]=1.C(=O)([O-])[O-].[Na+].[Na+]. The catalyst is O1CCOCC1.CC(C)([P](C(C)(C)C)([Pd][P](C(C)(C)C)(C(C)(C)C)C(C)(C)C)C(C)(C)C)C. The product is [CH3:50][C:45]([C:41]1[CH:40]=[CH:39][CH:44]=[C:43]([C:9]2[CH:14]=[CH:13][N:12]=[C:11]3[N:15]([C:18]([C:19]4[CH:20]=[CH:21][CH:22]=[CH:23][CH:24]=4)([C:25]4[CH:30]=[CH:29][CH:28]=[CH:27][CH:26]=4)[C:31]4[CH:36]=[CH:35][CH:34]=[CH:33][CH:32]=4)[N:16]=[CH:17][C:10]=23)[CH:42]=1)([CH2:48][CH3:49])[C:46]#[N:47]. The yield is 0.590. (3) The reactants are Cl[C:2]1[C:11]2[C:6](=[CH:7][C:8]([S:12]([N:15]([CH2:22][C:23]3[CH:28]=[CH:27][C:26]([O:29][CH3:30])=[CH:25][CH:24]=3)[C:16]3[CH:21]=[CH:20][N:19]=[CH:18][N:17]=3)(=[O:14])=[O:13])=[CH:9][CH:10]=2)[CH:5]=[CH:4][N:3]=1.[Cl:31][C:32]1[CH:33]=[CH:34][C:35]([O:41][CH3:42])=[C:36](B(O)O)[CH:37]=1.C(=O)([O-])[O-].[K+].[K+]. The catalyst is CCOC(C)=O.CCCCCCC. The product is [Cl:31][C:32]1[CH:37]=[CH:36][C:35]([O:41][CH3:42])=[C:34]([C:2]2[C:11]3[C:6](=[CH:7][C:8]([S:12]([N:15]([CH2:22][C:23]4[CH:28]=[CH:27][C:26]([O:29][CH3:30])=[CH:25][CH:24]=4)[C:16]4[CH:21]=[CH:20][N:19]=[CH:18][N:17]=4)(=[O:13])=[O:14])=[CH:9][CH:10]=3)[CH:5]=[CH:4][N:3]=2)[CH:33]=1. The yield is 0.735. (4) The reactants are [CH3:1][C:2]1[CH:11]=[CH:10][C:9]2[C:4](=[CH:5][CH:6]=[CH:7][CH:8]=2)[C:3]=1[CH2:12][C:13](=[O:15])[CH3:14].[H-].[H-].[H-].[H-].[Li+].[Al+3]. The catalyst is CCOCC. The product is [CH3:1][C:2]1[CH:11]=[CH:10][C:9]2[C:4](=[CH:5][CH:6]=[CH:7][CH:8]=2)[C:3]=1[CH2:12][CH:13]([OH:15])[CH3:14]. The yield is 1.00. (5) The reactants are [CH2:1]([O:3][C:4]([CH:6]1[CH2:10][CH2:9][CH2:8][C:7]1=[O:11])=[O:5])[CH3:2].[BH4-].[Na+].O. The catalyst is C(O)C. The product is [CH2:1]([O:3][C:4]([CH:6]1[CH2:10][CH2:9][CH2:8][CH:7]1[OH:11])=[O:5])[CH3:2]. The yield is 0.839.